The task is: Predict which catalyst facilitates the given reaction.. This data is from Catalyst prediction with 721,799 reactions and 888 catalyst types from USPTO. (1) Reactant: [Br:1]Br.[CH2:3]([O:5][C:6]([C:8]1[CH:12]=[C:11]([C:13]2[CH:18]=[CH:17][C:16]([Cl:19])=[CH:15][CH:14]=2)[N:10]([C:20]2[CH:25]=[CH:24][CH:23]=[CH:22][C:21]=2[Cl:26])[N:9]=1)=[O:7])[CH3:4]. Product: [CH2:3]([O:5][C:6]([C:8]1[C:12]([Br:1])=[C:11]([C:13]2[CH:14]=[CH:15][C:16]([Cl:19])=[CH:17][CH:18]=2)[N:10]([C:20]2[CH:25]=[CH:24][CH:23]=[CH:22][C:21]=2[Cl:26])[N:9]=1)=[O:7])[CH3:4]. The catalyst class is: 15. (2) Reactant: CC1(C)C(C)(C)OB([C:9]2[CH:25]=[CH:24][C:12]([O:13][CH2:14][C:15]3[CH:16]=[C:17]([CH:21]=[CH:22][CH:23]=3)[C:18]([OH:20])=[O:19])=[CH:11][CH:10]=2)O1.Br[C:28]1[C:36]2[O:35][CH:34]=[CH:33][C:32]=2[C:31]([F:37])=[C:30]([F:38])[CH:29]=1.C(=O)([O-])[O-].[Na+].[Na+].O1CCOCC1. The catalyst class is: 263. Product: [F:37][C:31]1[C:32]2[CH:33]=[CH:34][O:35][C:36]=2[C:28]([C:9]2[CH:10]=[CH:11][C:12]([O:13][CH2:14][C:15]3[CH:16]=[C:17]([CH:21]=[CH:22][CH:23]=3)[C:18]([OH:20])=[O:19])=[CH:24][CH:25]=2)=[CH:29][C:30]=1[F:38]. (3) Reactant: Cl[C:2]1[N:9]=[C:8]([C:10]2[CH:15]=[CH:14][CH:13]=[CH:12][C:11]=2[Cl:16])[C:7]([C:17]2[CH:22]=[CH:21][C:20]([Cl:23])=[CH:19][CH:18]=2)=[CH:6][C:3]=1[C:4]#[N:5].[F:24][C:25]1[CH:26]=[C:27]([OH:32])[CH:28]=[CH:29][C:30]=1[F:31].C([O-])([O-])=O.[Cs+].[Cs+]. Product: [Cl:16][C:11]1[CH:12]=[CH:13][CH:14]=[CH:15][C:10]=1[C:8]1[C:7]([C:17]2[CH:18]=[CH:19][C:20]([Cl:23])=[CH:21][CH:22]=2)=[CH:6][C:3]([C:4]#[N:5])=[C:2]([O:32][C:27]2[CH:28]=[CH:29][C:30]([F:31])=[C:25]([F:24])[CH:26]=2)[N:9]=1. The catalyst class is: 11. (4) Reactant: [CH:1]1[C:13]2[CH:12]([CH2:14][O:15][C:16](=[O:49])[NH:17][C:18]3[CH:23]=[CH:22][C:21]([CH2:24][C@H:25]([NH2:48])[C:26]([N:28]4[CH2:32][CH2:31][CH2:30][C@H:29]4[C:33]4[CH:34]=[N:35][CH:36]=[C:37]([C:39](=[O:47])[C:40]5[CH:45]=[CH:44][C:43]([F:46])=[CH:42][CH:41]=5)[CH:38]=4)=[O:27])=[CH:20][CH:19]=3)[C:11]3[C:6](=[CH:7][CH:8]=[CH:9][CH:10]=3)[C:5]=2[CH:4]=[CH:3][CH:2]=1.[C:50]([O:54][C:55]([N:57]([CH3:63])[C@@H:58]([CH3:62])[C:59](O)=[O:60])=[O:56])([CH3:53])([CH3:52])[CH3:51].C(N(C(C)C)C(C)C)C.N1(O)C2C=CC=CC=2N=N1. Product: [CH:1]1[C:13]2[CH:12]([CH2:14][O:15][C:16](=[O:49])[NH:17][C:18]3[CH:19]=[CH:20][C:21]([CH2:24][C@H:25]([NH:48][C:59](=[O:60])[C@@H:58]([N:57]([C:55]([O:54][C:50]([CH3:53])([CH3:52])[CH3:51])=[O:56])[CH3:63])[CH3:62])[C:26]([N:28]4[CH2:32][CH2:31][CH2:30][C@H:29]4[C:33]4[CH:34]=[N:35][CH:36]=[C:37]([C:39](=[O:47])[C:40]5[CH:45]=[CH:44][C:43]([F:46])=[CH:42][CH:41]=5)[CH:38]=4)=[O:27])=[CH:22][CH:23]=3)[C:11]3[C:6](=[CH:7][CH:8]=[CH:9][CH:10]=3)[C:5]=2[CH:4]=[CH:3][CH:2]=1. The catalyst class is: 39. (5) Reactant: [Cl:1][C:2]1[C:11]2[C:6](=[CH:7][CH:8]=[CH:9][CH:10]=2)[N:5]=[CH:4][CH:3]=1.[NH2:12][C:13]1[CH:21]=[CH:20][C:16]([C:17]([OH:19])=[O:18])=[CH:15][CH:14]=1.Cl. Product: [ClH:1].[N:5]1[C:6]2[C:11](=[CH:10][CH:9]=[CH:8][CH:7]=2)[C:2]([NH:12][C:13]2[CH:21]=[CH:20][C:16]([C:17]([OH:19])=[O:18])=[CH:15][CH:14]=2)=[CH:3][CH:4]=1. The catalyst class is: 41. (6) Reactant: [P:1]([O:22][C:23]([CH3:26])([CH3:25])[CH3:24])([O:17][C:18]([CH3:21])([CH3:20])[CH3:19])([O:3][CH2:4][CH:5]1[O:9][N:8]=[C:7]([C:10]2[CH:15]=[CH:14][C:13](Br)=[CH:12][CH:11]=2)[CH2:6]1)=[O:2].[O:27]=[C:28]1[N:32]([C:33]2[CH:38]=[CH:37][C:36]([Sn](C)(C)C)=[CH:35][CH:34]=2)[CH2:31][C@H:30]([CH2:43][NH:44][C:45](=[O:47])[CH3:46])[O:29]1.O1C=CC=C1P(C1OC=CC=1)C1OC=CC=1. Product: [P:1]([O:22][C:23]([CH3:26])([CH3:25])[CH3:24])([O:17][C:18]([CH3:21])([CH3:20])[CH3:19])([O:3][CH2:4][CH:5]1[O:9][N:8]=[C:7]([C:10]2[CH:15]=[CH:14][C:13]([C:36]3[CH:35]=[CH:34][C:33]([N:32]4[CH2:31][C@H:30]([CH2:43][NH:44][C:45](=[O:47])[CH3:46])[O:29][C:28]4=[O:27])=[CH:38][CH:37]=3)=[CH:12][CH:11]=2)[CH2:6]1)=[O:2]. The catalyst class is: 12.